This data is from Full USPTO retrosynthesis dataset with 1.9M reactions from patents (1976-2016). The task is: Predict the reactants needed to synthesize the given product. (1) Given the product [CH:1]1([N:7]2[CH2:13][C:12]([F:15])([F:14])[C:11](=[O:16])[N:10]([CH3:17])[C:9]3[CH:18]=[N:19][C:20]([NH:22][C:23]4[CH:31]=[CH:30][C:26]([C:27]([NH:71][CH:68]5[CH2:69][CH2:70][NH:65][CH2:66][CH2:67]5)=[O:28])=[CH:25][C:24]=4[O:32][CH3:33])=[N:21][C:8]2=3)[CH2:2][CH2:3][CH2:4][CH2:5][CH2:6]1, predict the reactants needed to synthesize it. The reactants are: [CH:1]1([N:7]2[CH2:13][C:12]([F:15])([F:14])[C:11](=[O:16])[N:10]([CH3:17])[C:9]3[CH:18]=[N:19][C:20]([NH:22][C:23]4[CH:31]=[CH:30][C:26]([C:27](O)=[O:28])=[CH:25][C:24]=4[O:32][CH3:33])=[N:21][C:8]2=3)[CH2:6][CH2:5][CH2:4][CH2:3][CH2:2]1.CN(C(ON1N=NC2C=CC=NC1=2)=[N+](C)C)C.F[P-](F)(F)(F)(F)F.C([N:65]1[CH2:70][CH2:69][CH:68]([NH2:71])[CH2:67][CH2:66]1)(OC(C)(C)C)=O. (2) Given the product [CH2:11]([O:10]/[CH:8]=[CH:9]/[C:20]1[C:19]([Cl:23])=[CH:18][N:17]=[C:16]([Cl:15])[N:21]=1)[CH2:12][CH2:13][CH3:14], predict the reactants needed to synthesize it. The reactants are: C(N(CC)CC)C.[CH:8]([O:10][CH2:11][CH2:12][CH2:13][CH3:14])=[CH2:9].[Cl:15][C:16]1[N:21]=[C:20](Cl)[C:19]([Cl:23])=[CH:18][N:17]=1. (3) Given the product [F:1][C:2]1[CH:3]=[CH:4][C:5]([C:8]2[S:16][C:15]3[C:14]([OH:17])=[C:13]([C:18]([NH:20][CH2:21][C:22]([OH:24])=[O:23])=[O:19])[C:12](=[O:29])[N:11]([CH3:30])[C:10]=3[CH:9]=2)=[CH:6][CH:7]=1, predict the reactants needed to synthesize it. The reactants are: [F:1][C:2]1[CH:7]=[CH:6][C:5]([C:8]2[S:16][C:15]3[C:14]([OH:17])=[C:13]([C:18]([NH:20][CH2:21][C:22]([O:24]C(C)(C)C)=[O:23])=[O:19])[C:12](=[O:29])[N:11]([CH3:30])[C:10]=3[CH:9]=2)=[CH:4][CH:3]=1.BrC1SC2C(O)=C(C(NCC(OCC)=O)=O)C(=O)N(C)C=2C=1.FC1C=CC(B(O)O)=CC=1.O. (4) Given the product [Cl:1][C:2]1[CH:7]=[CH:6][C:5]([C:8]2[C:9]3[CH:22]=[CH:21][C:20](=[O:23])[NH:19][C:10]=3[C:11]3[C:17]([CH3:18])=[N:16][O:15][C:12]=3[CH2:13][N:14]=2)=[CH:4][CH:3]=1, predict the reactants needed to synthesize it. The reactants are: [Cl:1][C:2]1[CH:7]=[CH:6][C:5]([C:8]2[C:9]3[CH:22]=[CH:21][C:20]([O:23]C)=[N:19][C:10]=3[C:11]3[C:17]([CH3:18])=[N:16][O:15][C:12]=3[CH2:13][N:14]=2)=[CH:4][CH:3]=1. (5) Given the product [C:1]([O:5][C:6]([N:8]1[CH:9]2[CH2:15][CH2:14][CH:13]1[CH2:12][N:11]([C:25](=[O:26])[C:24]([F:35])([F:34])[F:23])[CH2:10]2)=[O:7])([CH3:4])([CH3:2])[CH3:3], predict the reactants needed to synthesize it. The reactants are: [C:1]([O:5][C:6]([N:8]1[CH:13]2[CH2:14][CH2:15][CH:9]1[CH2:10][NH:11][CH2:12]2)=[O:7])([CH3:4])([CH3:3])[CH3:2].C(N(CC)CC)C.[F:23][C:24]([F:35])([F:34])[C:25](O[C:25](=[O:26])[C:24]([F:35])([F:34])[F:23])=[O:26]. (6) Given the product [NH2:24][C:21]1[CH:22]=[CH:23][C:18]([O:17][C:16]2[CH:15]=[CH:14][N:13]=[C:12]3[N:8]([CH2:7][C:6]4[CH:27]=[CH:28][C:3]([O:2][CH3:1])=[CH:4][CH:5]=4)[N:9]=[C:10]([N:33]4[CH2:34][CH2:35][C@@H:31]([N:30]([CH3:36])[CH3:29])[CH2:32]4)[C:11]=23)=[C:19]([F:25])[CH:20]=1, predict the reactants needed to synthesize it. The reactants are: [CH3:1][O:2][C:3]1[CH:28]=[CH:27][C:6]([CH2:7][N:8]2[C:12]3=[N:13][CH:14]=[CH:15][C:16]([O:17][C:18]4[CH:23]=[CH:22][C:21]([NH2:24])=[CH:20][C:19]=4[F:25])=[C:11]3[C:10](I)=[N:9]2)=[CH:5][CH:4]=1.[CH3:29][N:30]([CH3:36])[C@@H:31]1[CH2:35][CH2:34][NH:33][CH2:32]1.C1C=CC(P(C2C=CC3C(=CC=CC=3)C=2C2C3C(=CC=CC=3)C=CC=2P(C2C=CC=CC=2)C2C=CC=CC=2)C2C=CC=CC=2)=CC=1.CC([O-])(C)C.[Na+].C1OCCOCCOCCOCCOCCOC1.